From a dataset of Forward reaction prediction with 1.9M reactions from USPTO patents (1976-2016). Predict the product of the given reaction. (1) Given the reactants [CH2:1]=[CH:2][C:3]1[CH:8]=[CH:7][CH:6]=[CH:5][CH:4]=1.CCCCCCCCCCCC.CN(C)C=[O:24].C(=O)(O)[O-].[Na+].OO, predict the reaction product. The product is: [CH2:1]1[O:24][CH:2]1[C:3]1[CH:8]=[CH:7][CH:6]=[CH:5][CH:4]=1. (2) Given the reactants Cl[C:2]1[N:3]=[CH:4][C:5]2[C:10]([C:11](=[O:13])[CH3:12])=[CH:9][N:8]([CH:14]3[CH2:18][CH2:17][CH2:16][CH2:15]3)[C:6]=2[N:7]=1.C(OC([N:26]1[CH2:31][CH2:30][N:29]([C:32]2[CH:37]=[CH:36][C:35]([NH2:38])=[CH:34][CH:33]=2)[CH2:28][CH2:27]1)=O)(C)(C)C, predict the reaction product. The product is: [CH:14]1([N:8]2[C:6]3[N:7]=[C:2]([NH:38][C:35]4[CH:34]=[CH:33][C:32]([N:29]5[CH2:30][CH2:31][NH:26][CH2:27][CH2:28]5)=[CH:37][CH:36]=4)[N:3]=[CH:4][C:5]=3[C:10]([C:11](=[O:13])[CH3:12])=[CH:9]2)[CH2:18][CH2:17][CH2:16][CH2:15]1. (3) Given the reactants [CH3:1][C:2]1[C:6]([CH2:7][S:8][CH2:9][C:10]([OH:12])=O)=[C:5]([CH3:13])[O:4][N:3]=1.[C:14]1([CH3:26])[CH:19]=[CH:18][C:17]([N:20]2[CH2:25][CH2:24][NH:23][CH2:22][CH2:21]2)=[CH:16][CH:15]=1.CCN(CC)CC.C(P1(=O)OP(CCC)(=O)OP(CCC)(=O)O1)CC, predict the reaction product. The product is: [CH3:1][C:2]1[C:6]([CH2:7][S:8][CH2:9][C:10]([N:23]2[CH2:24][CH2:25][N:20]([C:17]3[CH:18]=[CH:19][C:14]([CH3:26])=[CH:15][CH:16]=3)[CH2:21][CH2:22]2)=[O:12])=[C:5]([CH3:13])[O:4][N:3]=1. (4) Given the reactants [CH3:1][C:2]1[N:6]([CH2:7][C:8]([OH:10])=O)[N:5]=[C:4]([C:11]([F:14])([F:13])[F:12])[CH:3]=1.C(N(C(C)C)CC)(C)C.C[NH3+].F[P-](F)(F)(F)(F)F.N1(OC(N(C)C)=[N+](C)C)C2N=CC=CC=2N=N1.F[P-](F)(F)(F)(F)F.Cl.[CH3:58][N:59]([C@H:72]1[C:81]2[C:76](=[CH:77][CH:78]=[CH:79][CH:80]=2)[CH2:75][CH2:74][CH2:73]1)[C:60]([C:62]1[N:63]=[C:64]([CH2:67][CH2:68][CH2:69][NH:70][CH3:71])[S:65][CH:66]=1)=[O:61], predict the reaction product. The product is: [CH3:58][N:59]([C@H:72]1[C:81]2[C:76](=[CH:77][CH:78]=[CH:79][CH:80]=2)[CH2:75][CH2:74][CH2:73]1)[C:60]([C:62]1[N:63]=[C:64]([CH2:67][CH2:68][CH2:69][N:70]([CH3:71])[C:8](=[O:10])[CH2:7][N:6]2[C:2]([CH3:1])=[CH:3][C:4]([C:11]([F:14])([F:13])[F:12])=[N:5]2)[S:65][CH:66]=1)=[O:61]. (5) Given the reactants [F:1][C:2]1[CH:31]=[CH:30][CH:29]=[CH:28][C:3]=1[CH2:4][N:5]1[C:13]2[C:8](=[CH:9][CH:10]=[CH:11][CH:12]=2)[C:7]([C:14]2[N:19]=[C:18]([NH:20][C:21]3[CH:26]=[CH:25][N:24]=[CH:23][CH:22]=3)[C:17]([OH:27])=[CH:16][N:15]=2)=[N:6]1.N1C=CC=CC=1.[F:38][C:39]([F:52])([F:51])[S:40](O[S:40]([C:39]([F:52])([F:51])[F:38])(=[O:42])=[O:41])(=[O:42])=[O:41], predict the reaction product. The product is: [F:38][C:39]([F:52])([F:51])[S:40]([O:27][C:17]1[C:18]([NH:20][C:21]2[CH:26]=[CH:25][N:24]=[CH:23][CH:22]=2)=[N:19][C:14]([C:7]2[C:8]3[C:13](=[CH:12][CH:11]=[CH:10][CH:9]=3)[N:5]([CH2:4][C:3]3[CH:28]=[CH:29][CH:30]=[CH:31][C:2]=3[F:1])[N:6]=2)=[N:15][CH:16]=1)(=[O:42])=[O:41].